Dataset: Reaction yield outcomes from USPTO patents with 853,638 reactions. Task: Predict the reaction yield, written as a fraction of the theoretical maximum amount of product (1.0 means a 100% yield; for example, 0.34 means a 34% yield). (1) The reactants are [C:1](Cl)(=[O:3])[CH3:2].[Cl-].[Al+3].[Cl-].[Cl-].[F:9][C:10]1[CH:15]=[CH:14][CH:13]=[CH:12][C:11]=1[O:16][CH3:17]. The catalyst is C(Cl)(Cl)Cl. The product is [F:9][C:10]1[CH:15]=[C:14]([C:1](=[O:3])[CH3:2])[CH:13]=[CH:12][C:11]=1[O:16][CH3:17]. The yield is 0.920. (2) The reactants are [Br:1][C:2]1[CH:3]=[C:4]([C:8]2[N:9]=[C:10]([CH:13]([NH2:20])[CH2:14][CH2:15][CH2:16][CH:17]([CH3:19])[CH3:18])[NH:11][CH:12]=2)[CH:5]=[CH:6][CH:7]=1.C(N(CC)CC)C.[C:28]1(=O)[CH2:33][CH2:32][CH2:31][CH2:30][CH2:29]1.C(O[BH-](OC(=O)C)OC(=O)C)(=O)C.[Na+]. The catalyst is CO.O. The product is [Br:1][C:2]1[CH:3]=[C:4]([C:8]2[N:9]=[C:10]([CH:13]([NH:20][CH:28]3[CH2:33][CH2:32][CH2:31][CH2:30][CH2:29]3)[CH2:14][CH2:15][CH2:16][CH:17]([CH3:18])[CH3:19])[NH:11][CH:12]=2)[CH:5]=[CH:6][CH:7]=1. The yield is 0.380. (3) The reactants are [CH3:1][C:2]1[O:6][N:5]=[C:4]([C:7]2[CH:12]=[CH:11][CH:10]=[CH:9][CH:8]=2)[C:3]=1[CH2:13][O:14][C:15]1[CH:23]=[CH:22][C:18]([C:19]([OH:21])=O)=[CH:17][N:16]=1.[F:24][C:25]1[CH:31]=[CH:30][C:28]([NH2:29])=[CH:27][CH:26]=1. No catalyst specified. The product is [F:24][C:25]1[CH:31]=[CH:30][C:28]([NH:29][C:19](=[O:21])[C:18]2[CH:22]=[CH:23][C:15]([O:14][CH2:13][C:3]3[C:4]([C:7]4[CH:8]=[CH:9][CH:10]=[CH:11][CH:12]=4)=[N:5][O:6][C:2]=3[CH3:1])=[N:16][CH:17]=2)=[CH:27][CH:26]=1. The yield is 0.840. (4) The reactants are Cl[C:2]1[C:7]([C:8]#[N:9])=[C:6]([NH:10][CH3:11])[C:5]([N+:12]([O-:14])=[O:13])=[CH:4][CH:3]=1.[NH3:15]. The catalyst is C(O)C. The product is [NH2:15][C:2]1[C:7]([C:8]#[N:9])=[C:6]([NH:10][CH3:11])[C:5]([N+:12]([O-:14])=[O:13])=[CH:4][CH:3]=1. The yield is 0.950. (5) The catalyst is O1CCCC1.CN1CCCN(C)C1=O. The yield is 0.350. The product is [CH:27]1([CH2:26][CH:21]([C:18]2[CH:17]=[CH:16][C:15]([S:14][CH3:13])=[CH:20][CH:19]=2)[C:22]([OH:24])=[O:23])[CH2:31][CH2:30][CH2:29][CH2:28]1. The reactants are C(NC(C)C)(C)C.C([Li])CCC.[CH3:13][S:14][C:15]1[CH:20]=[CH:19][C:18]([CH2:21][C:22]([OH:24])=[O:23])=[CH:17][CH:16]=1.I[CH2:26][CH:27]1[CH2:31][CH2:30][CH2:29][CH2:28]1. (6) The reactants are [CH2:1]([N:3]([CH2:7][CH3:8])[CH2:4][CH2:5][NH2:6])[CH3:2].S=[C:10]1[CH2:14][S:13][C:12](=[O:15])[NH:11]1.[Cl:16][C:17]1[C:18]([O:27][C:28]2[CH:35]=[CH:34][C:31]([CH:32]=O)=[CH:30][C:29]=2[O:36][CH3:37])=[N:19][CH:20]=[C:21]([C:23]([F:26])([F:25])[F:24])[CH:22]=1.[Cl-].[NH4+]. The catalyst is C(O)C.CC(C)([O-])C.[K+]. The product is [Cl:16][C:17]1[C:18]([O:27][C:28]2[CH:35]=[CH:34][C:31](/[CH:32]=[C:14]3/[C:10]([NH:6][CH2:5][CH2:4][N:3]([CH2:7][CH3:8])[CH2:1][CH3:2])=[N:11][C:12](=[O:15])[S:13]/3)=[CH:30][C:29]=2[O:36][CH3:37])=[N:19][CH:20]=[C:21]([C:23]([F:26])([F:25])[F:24])[CH:22]=1. The yield is 0.230. (7) The yield is 0.620. The reactants are [F:1][C:2]1[C:3](=[O:9])[NH:4][C:5](=[O:8])[NH:6][CH:7]=1.S([O-])([O-])(=O)=O.[NH4+].[NH4+].C(O[CH:21]1[O:34][C@H:33]([CH2:35][O:36][C:37](=[O:39])[CH3:38])[C@H:27]([O:28][S:29]([CH3:32])(=[O:31])=[O:30])[C@H:22]1[O:23][C:24](=[O:26])[CH3:25])(=O)C.[Sn](Cl)(Cl)(Cl)Cl.C(=O)(O)[O-].[Na+].C(=O)=O. The catalyst is C[Si](C)(C)N[Si](C)(C)C.ClCCCl. The product is [C:24]([O:23][C@@H:22]1[C@@H:27]([O:28][S:29]([CH3:32])(=[O:30])=[O:31])[C@@H:33]([CH2:35][O:36][C:37](=[O:39])[CH3:38])[O:34][C@H:21]1[N:6]1[CH:7]=[C:2]([F:1])[C:3](=[O:9])[NH:4][C:5]1=[O:8])(=[O:26])[CH3:25].